From a dataset of Catalyst prediction with 721,799 reactions and 888 catalyst types from USPTO. Predict which catalyst facilitates the given reaction. (1) Reactant: [H-].[Na+].[CH:3](=[N:10][C@H:11]([C:13]([O:15][C:16]([CH3:19])([CH3:18])[CH3:17])=[O:14])[CH3:12])[C:4]1[CH:9]=[CH:8][CH:7]=[CH:6][CH:5]=1.Br[CH2:21][S:22][CH2:23][C:24]1[CH:29]=[CH:28][CH:27]=[CH:26][CH:25]=1. Product: [CH2:23]([S:22][CH2:21][C@@:11]([CH3:12])([C:13]([O:15][C:16]([CH3:19])([CH3:18])[CH3:17])=[O:14])[N:10]=[CH:3][C:4]1[CH:9]=[CH:8][CH:7]=[CH:6][CH:5]=1)[C:24]1[CH:29]=[CH:28][CH:27]=[CH:26][CH:25]=1. The catalyst class is: 1. (2) Reactant: Br[C:2]1[N:7]=[C:6]([NH2:8])[C:5]([Cl:9])=[N:4][CH:3]=1.Br[C:11]1[CH:12]=[CH:13][C:14]([N:17]2[CH2:22][CH2:21][N:20]([C:23]([O:25][C:26]([CH3:29])([CH3:28])[CH3:27])=[O:24])[CH2:19][CH2:18]2)=[N:15][CH:16]=1.C([O-])([O-])=O.[Cs+].[Cs+]. Product: [NH2:8][C:6]1[N:7]=[C:2]([C:11]2[CH:12]=[CH:13][C:14]([N:17]3[CH2:22][CH2:21][N:20]([C:23]([O:25][C:26]([CH3:29])([CH3:28])[CH3:27])=[O:24])[CH2:19][CH2:18]3)=[N:15][CH:16]=2)[CH:3]=[N:4][C:5]=1[Cl:9]. The catalyst class is: 75. (3) Reactant: C1C=CC(P(C2C(C3C(P(C4C=CC=CC=4)C4C=CC=CC=4)=CC=C4C=3C=CC=C4)=C3C(C=CC=C3)=CC=2)C2C=CC=CC=2)=CC=1.N#N.C([O-])([O-])=O.[Cs+].[Cs+].[CH3:55][O:56][C:57]1[CH:58]=[C:59]([CH:61]=[C:62]([O:64][CH2:65][CH2:66][O:67][CH2:68][CH2:69][O:70][CH2:71][CH2:72][O:73][CH3:74])[CH:63]=1)[NH2:60].[C:75]([O:79][C:80](=[O:100])[NH:81][C:82]1[C:91]2[C:86](=[CH:87][CH:88]=[CH:89][CH:90]=2)[C:85]([O:92][C:93]2[CH:98]=[CH:97][N:96]=[C:95](Cl)[CH:94]=2)=[CH:84][CH:83]=1)([CH3:78])([CH3:77])[CH3:76]. Product: [C:75]([O:79][C:80](=[O:100])[NH:81][C:82]1[C:91]2[C:86](=[CH:87][CH:88]=[CH:89][CH:90]=2)[C:85]([O:92][C:93]2[CH:98]=[CH:97][N:96]=[C:95]([NH:60][C:59]3[CH:61]=[C:62]([O:64][CH2:65][CH2:66][O:67][CH2:68][CH2:69][O:70][CH2:71][CH2:72][O:73][CH3:74])[CH:63]=[C:57]([O:56][CH3:55])[CH:58]=3)[CH:94]=2)=[CH:84][CH:83]=1)([CH3:78])([CH3:76])[CH3:77]. The catalyst class is: 488. (4) Reactant: C([O:4][CH2:5][CH2:6][CH2:7][N:8]1[C:16]2[CH:15]=[CH:14][N:13]=[C:12]([NH2:17])[C:11]=2[N:10]=[C:9]1[S:18][C:19]1[CH:24]=[C:23]([O:25][CH3:26])[CH:22]=[CH:21][C:20]=1[I:27])(=O)C.C([O-])([O-])=O.[K+].[K+].C([O-])([O-])=O.[K+].[K+].NC1C2N=C(SC3C(Br)=CC4OCOC=4C=3)N(CCCO)C=2C=CN=1. Product: [NH2:17][C:12]1[C:11]2[N:10]=[C:9]([S:18][C:19]3[CH:24]=[C:23]([O:25][CH3:26])[CH:22]=[CH:21][C:20]=3[I:27])[N:8]([CH2:7][CH2:6][CH2:5][OH:4])[C:16]=2[CH:15]=[CH:14][N:13]=1. The catalyst class is: 5. (5) Reactant: [Cl:1][C:2]1[CH:7]=[CH:6][C:5]([C:8]2(O)[CH2:16][CH2:15][CH2:14][C:13]3[C:9]2=[CH:10][N:11]([S:17]([C:20]2[CH:25]=[CH:24][C:23]([CH3:26])=[CH:22][CH:21]=2)(=[O:19])=[O:18])[N:12]=3)=[CH:4][CH:3]=1.C([SiH](CC)CC)C.C(O)(C(F)(F)F)=O. Product: [Cl:1][C:2]1[CH:7]=[CH:6][C:5]([C:8]2[C:9]3[C:13]([CH2:14][CH2:15][CH:16]=2)=[N:12][N:11]([S:17]([C:20]2[CH:21]=[CH:22][C:23]([CH3:26])=[CH:24][CH:25]=2)(=[O:19])=[O:18])[CH:10]=3)=[CH:4][CH:3]=1. The catalyst class is: 4. (6) Reactant: [F:1][C:2]1[CH:7]=[CH:6][C:5]([C:8]2[O:9][C:10]3[CH:20]=[C:19]([N+:21]([O-:23])=[O:22])[C:18]([O:24]C(C)C)=[CH:17][C:11]=3[C:12]=2[C:13]([O:15][CH3:16])=[O:14])=[CH:4][CH:3]=1.B(Cl)(Cl)Cl. Product: [F:1][C:2]1[CH:3]=[CH:4][C:5]([C:8]2[O:9][C:10]3[CH:20]=[C:19]([N+:21]([O-:23])=[O:22])[C:18]([OH:24])=[CH:17][C:11]=3[C:12]=2[C:13]([O:15][CH3:16])=[O:14])=[CH:6][CH:7]=1. The catalyst class is: 4. (7) Reactant: [NH2:1][C:2]1[N:7]=[C:6]([NH2:8])[C:5]([O:9][CH2:10][CH2:11][CH2:12][O:13][C:14]2[C:23]3[C:18](=[CH:19][CH:20]=[C:21]([O:24][CH2:25][CH2:26][CH2:27][C:28]([O:30][CH2:31][CH3:32])=[O:29])[CH:22]=3)[N:17]=[C:16]([CH3:33])[CH:15]=2)=[C:4]([CH2:34][CH3:35])[N:3]=1.[ClH:36]. Product: [ClH:36].[NH2:1][C:2]1[N:7]=[C:6]([NH2:8])[C:5]([O:9][CH2:10][CH2:11][CH2:12][O:13][C:14]2[C:23]3[C:18](=[CH:19][CH:20]=[C:21]([O:24][CH2:25][CH2:26][CH2:27][C:28]([O:30][CH2:31][CH3:32])=[O:29])[CH:22]=3)[N:17]=[C:16]([CH3:33])[CH:15]=2)=[C:4]([CH2:34][CH3:35])[N:3]=1. The catalyst class is: 8.